This data is from Catalyst prediction with 721,799 reactions and 888 catalyst types from USPTO. The task is: Predict which catalyst facilitates the given reaction. (1) Reactant: [NH2:1][C:2]1[C:7]([OH:8])=[CH:6][N:5]=[C:4](/[CH:9]=[CH:10]/[C:11]2[CH:16]=[CH:15][CH:14]=[CH:13][CH:12]=2)[N:3]=1.[CH3:17][C:18](C)([O-:20])C.[K+].BrCC(OCC)=O. Product: [C:11]1(/[CH:10]=[CH:9]/[C:4]2[N:5]=[CH:6][C:7]3[O:8][CH2:17][C:18](=[O:20])[NH:1][C:2]=3[N:3]=2)[CH:16]=[CH:15][CH:14]=[CH:13][CH:12]=1. The catalyst class is: 8. (2) Reactant: [NH:1]1[C:10]2[C:5](=[CH:6][C:7]([C:11]([O:13][CH3:14])=[O:12])=[CH:8][CH:9]=2)[CH2:4][CH2:3][CH2:2]1.[H-].[Na+].[CH2:17](Br)[CH:18]=[CH2:19]. Product: [CH2:19]([N:1]1[C:10]2[C:5](=[CH:6][C:7]([C:11]([O:13][CH3:14])=[O:12])=[CH:8][CH:9]=2)[CH2:4][CH2:3][CH2:2]1)[CH:18]=[CH2:17]. The catalyst class is: 3. (3) Reactant: [OH:1][CH2:2][CH2:3][O:4][NH:5][C:6]([C:8]1[C:9]([NH:18][C:19]2[CH:24]=[CH:23][C:22]([Br:25])=[CH:21][C:20]=2[Cl:26])=[C:10]([Cl:17])[C:11]2[N:12]([CH:14]=[CH:15][N:16]=2)[CH:13]=1)=[O:7].N1C=NN=N1.C(N(C(C)C)[P:36]([O:42]C(C)(C)C)[O:37]C(C)(C)C)(C)C.C([O:54]O)(C)(C)C. Product: [Br:25][C:22]1[CH:23]=[CH:24][C:19]([NH:18][C:9]2[C:8]([C:6]([NH:5][O:4][CH2:3][CH2:2][O:1][P:36](=[O:42])([OH:54])[OH:37])=[O:7])=[CH:13][N:12]3[CH:14]=[CH:15][N:16]=[C:11]3[C:10]=2[Cl:17])=[C:20]([Cl:26])[CH:21]=1. The catalyst class is: 3. (4) Reactant: [C:1]([Si:5](Cl)([CH3:7])[CH3:6])([CH3:4])([CH3:3])[CH3:2].[Cl:9][C:10]1[CH:11]=[C:12]2[N:19]=[C:18]([O:20][CH:21]3[CH:25]4[O:26][CH2:27][CH:28]([OH:29])[CH:24]4[O:23][CH2:22]3)[N:17]([CH2:30][O:31][CH2:32][CH2:33][Si:34]([CH3:37])([CH3:36])[CH3:35])[C:13]2=[N:14][C:15]=1[I:16].N1C=CN=C1.[NH4+].[Cl-]. Product: [C:1]([Si:5]([CH3:7])([CH3:6])[O:29][C@H:28]1[C@H:24]2[O:23][CH2:22][C@@H:21]([O:20][C:18]3[N:17]([CH2:30][O:31][CH2:32][CH2:33][Si:34]([CH3:37])([CH3:36])[CH3:35])[C:13]4=[N:14][C:15]([I:16])=[C:10]([Cl:9])[CH:11]=[C:12]4[N:19]=3)[C@H:25]2[O:26][CH2:27]1)([CH3:4])([CH3:3])[CH3:2]. The catalyst class is: 42.